This data is from Forward reaction prediction with 1.9M reactions from USPTO patents (1976-2016). The task is: Predict the product of the given reaction. (1) Given the reactants [CH3:1][O:2][C:3]1[CH:4]=[C:5]2[C:10](=[CH:11][C:12]=1[O:13][CH3:14])[N:9]=[CH:8][N:7]=[C:6]2[O:15][C:16]1[CH:22]=[CH:21][C:19]([NH2:20])=[CH:18][CH:17]=1.C1(C)C=CC=CC=1.C(N(CC)CC)C.ClC(Cl)(O[C:41](=[O:47])[O:42][C:43](Cl)(Cl)Cl)Cl.[Cl:49][C:50]1[CH:60]=[CH:59][CH:58]=[CH:57][C:51]=1[O:52][CH2:53][CH2:54]CO, predict the reaction product. The product is: [CH3:1][O:2][C:3]1[CH:4]=[C:5]2[C:10](=[CH:11][C:12]=1[O:13][CH3:14])[N:9]=[CH:8][N:7]=[C:6]2[O:15][C:16]1[CH:22]=[CH:21][C:19]([NH:20][C:41](=[O:47])[O:42][CH2:43][CH2:54][CH2:53][O:52][C:51]2[CH:57]=[CH:58][CH:59]=[CH:60][C:50]=2[Cl:49])=[CH:18][CH:17]=1. (2) Given the reactants Cl[C:2]1[CH:7]=[C:6]([O:8][CH:9]([C:14]2[CH:19]=[CH:18][CH:17]=[CH:16][CH:15]=2)[C:10]([F:13])([F:12])[F:11])[N:5]=[CH:4][N:3]=1.B([C:23]1[CH:34]=[CH:33][C:26]([CH2:27][C@@H:28]([C:30]([OH:32])=[O:31])[NH2:29])=[CH:25][CH:24]=1)(O)O.C(#N)C.C(=O)([O-])[O-].[Na+].[Na+], predict the reaction product. The product is: [NH2:29][CH:28]([CH2:27][C:26]1[CH:33]=[CH:34][C:23]([C:2]2[CH:7]=[C:6]([O:8][CH:9]([C:14]3[CH:19]=[CH:18][CH:17]=[CH:16][CH:15]=3)[C:10]([F:13])([F:12])[F:11])[N:5]=[CH:4][N:3]=2)=[CH:24][CH:25]=1)[C:30]([OH:32])=[O:31].